The task is: Regression. Given two drug SMILES strings and cell line genomic features, predict the synergy score measuring deviation from expected non-interaction effect.. This data is from NCI-60 drug combinations with 297,098 pairs across 59 cell lines. (1) Drug 1: CC(C1=C(C=CC(=C1Cl)F)Cl)OC2=C(N=CC(=C2)C3=CN(N=C3)C4CCNCC4)N. Drug 2: COCCOC1=C(C=C2C(=C1)C(=NC=N2)NC3=CC=CC(=C3)C#C)OCCOC.Cl. Cell line: HCC-2998. Synergy scores: CSS=11.3, Synergy_ZIP=-0.581, Synergy_Bliss=5.95, Synergy_Loewe=-2.27, Synergy_HSA=1.84. (2) Drug 1: CC1=C(C=C(C=C1)NC(=O)C2=CC=C(C=C2)CN3CCN(CC3)C)NC4=NC=CC(=N4)C5=CN=CC=C5. Drug 2: CC1CCC2CC(C(=CC=CC=CC(CC(C(=O)C(C(C(=CC(C(=O)CC(OC(=O)C3CCCCN3C(=O)C(=O)C1(O2)O)C(C)CC4CCC(C(C4)OC)OCCO)C)C)O)OC)C)C)C)OC. Cell line: HCT116. Synergy scores: CSS=-0.384, Synergy_ZIP=-0.741, Synergy_Bliss=-4.53, Synergy_Loewe=-8.45, Synergy_HSA=-10.0.